Task: Predict the product of the given reaction.. Dataset: Forward reaction prediction with 1.9M reactions from USPTO patents (1976-2016) (1) Given the reactants C([Si]([C:8]1[C:13]([F:14])=[C:12]([C:15]2[C:23]3[C:18](=[N:19][CH:20]=[N:21][CH:22]=3)[NH:17][N:16]=2)[N:11]=[C:10]([N:24]2[CH2:29][CH2:28][NH:27][C@H:26]([C@:30]([CH3:39])([O:34][Si](C)(C)C)[CH:31]([CH3:33])[CH3:32])[CH2:25]2)[C:9]=1[F:40])(C)C)(C)(C)C.CCCC[N+](CCCC)(CCCC)CCCC.[F-], predict the reaction product. The product is: [F:40][C:9]1[C:10]([N:24]2[CH2:29][CH2:28][NH:27][C@H:26]([C@:30]([OH:34])([CH:31]([CH3:32])[CH3:33])[CH3:39])[CH2:25]2)=[N:11][C:12]([C:15]2[C:23]3[C:18](=[N:19][CH:20]=[N:21][CH:22]=3)[NH:17][N:16]=2)=[C:13]([F:14])[CH:8]=1. (2) The product is: [OH:10][C:9]1[C:4]([CH:1]([CH3:3])[CH3:2])=[C:5]2[C:6](=[C:7]([CH3:23])[C:8]=1[CH:11]([CH3:13])[CH3:12])[O:14][C:17]([CH3:19])([C:16]([O:21][CH3:22])=[O:20])[CH2:18][CH2:15]2. Given the reactants [CH:1]([C:4]1[C:5]([CH3:15])=[C:6]([OH:14])[CH:7]=[C:8]([CH:11]([CH3:13])[CH3:12])[C:9]=1[OH:10])([CH3:3])[CH3:2].[C:16]([O:21][CH3:22])(=[O:20])[C:17]([CH3:19])=[CH2:18].[CH2:23]=O, predict the reaction product. (3) Given the reactants C([O:5][C:6](=[O:35])[CH2:7][N:8]1[C:16]2[C:11](=[CH:12][C:13]([Cl:17])=[CH:14][CH:15]=2)[C:10]2([C:21](=[O:22])[N:20]([CH2:23][C:24]3[N:25]=[C:26]([CH:29]([CH3:31])[CH3:30])[S:27][CH:28]=3)[C:19](=[O:32])[N:18]2[CH3:33])[C:9]1=[O:34])(C)(C)C, predict the reaction product. The product is: [Cl:17][C:13]1[CH:12]=[C:11]2[C:16](=[CH:15][CH:14]=1)[N:8]([CH2:7][C:6]([OH:35])=[O:5])[C:9](=[O:34])[C:10]12[C:21](=[O:22])[N:20]([CH2:23][C:24]2[N:25]=[C:26]([CH:29]([CH3:31])[CH3:30])[S:27][CH:28]=2)[C:19](=[O:32])[N:18]1[CH3:33].